Task: Token-level Classification. Given an antigen amino acid sequence, predict which amino acid positions are active epitope sites capable of antibody binding. Output is a list of indices for active positions.. Dataset: B-cell epitopes from IEDB database with 3,159 antigens for binding position prediction (1) Given the antigen sequence: QDLPGNDNSTATLCLGHHAVPNGTLVKTITDDQIEVTNATELVQSSSTGKICNNPHRILDGIDCTLIDALLGDPHCDVFQNETWDLFVERSKAFSNCYPYDVPDYASLRSLVASSGTLEFITEGFTWTGVIQNGGSNACKRGPGSGFFSRLNWLTKSGSTYPVLNVTMPNNDNFDKLYIWGIHHPSTNQEQTSLYVQASGRVTVSTRRSQQTIIPNIGSRPWVRGLSSRISIYWTIVKPGDVLVINSNGNLIAPRGYFKMRTGKSSIMRSDAPIDTCISECITPNGSIPNDKPFQNVNKITYGACPKYVKQNTLKLATGMRNVPEKQT, which amino acid positions are active epitope sites? The epitope positions are: [271, 272, 273, 274, 275, 276, 277, 278, 279, 280, 281, 282, 283, 284, 285, 286, 287]. The amino acids at these positions are: APIDTCISECITPNGSI. (2) Given the antigen sequence: MRSRWGGAAGERIKALAAAAEHWPCPSICPERSIWIKVLAMSQLVECVPNFSEGKNQEVIDAISGAITQTPGCVLLDVDAGPSTNRTVYTFVGPPECVVEGALNAARVASRLIDMSRHQGEHPRMGALDVCPFIPVRGVSVDECVLCAQAFGQRLAEELDVPVYLYGEAARMDSRRTLPAIRAGEYEALPKKLQQADWAPDFGPSSFVPSWGATATGARKFLIAFNINLLGTKEQAHRIALNLREQGRGKDQPGRLKKVQGIGWYLDEKNLAQVSTNLLDFEVTALHTVYEETCREAQELSLPVVGSQLVGLVPLKALLDAAAFYCEKENLFILEEEQRIRLVVSRLGLDSLCPFSPKERIIEYLVPERGPERGLGSKSLRAFVGEVGARSAAPGGGSVAAAAAAMGAALGSMVGLMTYGRRQFQSLDTTMRRLIPPFREASAKLTTLVDADAEAFTAYLEAMRLPKNTPEEKDRRTAALQEGLRRAVSVPLTLAETVAS..., which amino acid positions are active epitope sites? The epitope positions are: [459, 460, 461, 462, 463, 464, 465, 466, 467, 468, 469, 470, 471, 472, 473, 474, 475, 476, 477, 478... (21 total positions)]. The amino acids at these positions are: LEAMRLPKNTPEEKDRRTAAL. (3) Given the antigen sequence: MSDFNHTDHSTTNHSQTPRYRRPKFPWFKTVIVALIAGIIGALLVLGIGKVLNSTILNKDGSTVQTTNNKGGNQLDGQSKKFGTVHEMIKSVSPTIVGVINMQKASSVDDLLKGKSSKPSEAGVGSGVIYQINNNSAYIVTNNHVIDGANEIRVQLHNKKQVKAKLVGKDAVTDIAVLKIENTKGIKAIQFANSSKVQTGDSVFAMGNPLGLQFANSVTSGIISASERTIDAETTGGNTKVSVLQTDAAINPGNSGGALVDINGNLVGINSMKIAATQVEGIGFAIPSNEVKVTIEQLVKHGKIDRPSIGIGLINLKDIPEEEREQLHTDREDGIYVAKADSDIDLKKGDIITEIDGKKIKDDVDLRSYLYENKKPGESVTVTVIRDGKTKEVKVKLKQQKEQPKRQSRSERQSPGQGDRDFFR, which amino acid positions are active epitope sites? The epitope positions are: [12, 13, 14, 15, 16, 17, 18, 19, 20, 21, 22, 23, 24, 25, 26, 27, 28]. The amino acids at these positions are: NHSQTPRYRRPKFPWFK. (4) The epitope positions are: [260, 261, 262, 263, 264, 265, 266, 267, 268, 269, 270, 271, 272, 273, 274, 275, 276, 277, 278, 279... (34 total positions)]. The amino acids at these positions are: LLNDTSSRYNSAVEALNRFIQKYDSVLRDI.... Given the antigen sequence: MEVRNLNAARELFLDELLAASAAPASAEQEELLALLRSERIVLAHAGQPLSEAQVLKALAWLLAANPSAPPGQGLEVLREVLQARRQPGAQWDLREFLVSAYFSLHGRLDEDVIGVYKDVLQTQDGKRKALLDELKALTAELKVYSVIQSQINAALSAKQGIRIDAGGIDLVDPTLYGYAVGDPRWKDSPEYALLSNLDTFSGKLSIKDFLSGSPKQSGELKGLSDEYPFEKDNNPVGNFATTVSDRSRPLNDKVNEKTTLLNDTSSRYNSAVEALNRFIQKYDSVLRDILSAI, which amino acid positions are active epitope sites? (5) Given the antigen sequence: MSTNPKPQRKTQRNTNRRPQDVKFPGGGQIVGGVYLLPRRGPRLGVRTARKTSERSQPRGRRQPIPKDRRSTGKSWGRPGYPWPLYGNEGLGWAGWLLSPRGSRPSWGPTDPRHRSRNVGKVIDTLTCGFADLMGYIPVVGAPLGGVARALAHGVRVLEDGVNYATGNLPGCSFSIFLLALLSCITIPASAVEVKNTSTGYMVTNDCANSSITWQLHAAVLHVPGCVPCERVDNNTSRCWIPVSPNIAVQRPGALTQGLRSHIDIVVMSATLCSALYVGDLCGGVMLAAQMFVVSPEHHWFVQECNCSIYPGTITGHRMAWDMMMNWSPTATMILAYAMRVPEVIIDIIGGAHWGVMFGLAYFSMQGAWAKVVVILLLAAGVDAYTHTVGGAAASTANSIAGLLSRGPRQNLQLINSNGSWHINRTALNCHDSLQTGFITALFYARHFNSSGCPERLAACRNIEAFRVGWGALQYEDNVTNPEDMRPYCWHYPPKQCGIV..., which amino acid positions are active epitope sites? The epitope positions are: [1728, 1729, 1730, 1731, 1732, 1733, 1734, 1735, 1736, 1737, 1738, 1739, 1740, 1741, 1742, 1743, 1744, 1745, 1746, 1747]. The amino acids at these positions are: IAEMLKSKIQGLLQQASKQA. (6) Given the antigen sequence: MLGKCLTTGCCSRLLSLWCIVPFCFAVLVNANSNSSSHFQLIYNLTLCELNGTDWLANKFDWAVETFVIFPVLTHIVSYGALTTSHFLDTVGLVTVSTAGFYHGRYVLSSIYAVCALAALICFVIRLAKNCMSWRYSCTRYTNFLLDTKGRLYRWRSPVIVEKGGKVEVEGHLIDLKRVVLDGSVATPLTRVSAEQWGRL, which amino acid positions are active epitope sites? The epitope positions are: [36, 37, 38, 39, 40, 41, 42, 43, 44]. The amino acids at these positions are: SHFQLIYNL. (7) Given the antigen sequence: GTASVAVAVAVLGAGFANQTEVKATEVKAAGQSAPKGTNVSADLYNSLWDENKTLREKQEEYITKIQNEETKNKELDKKNKELDSRVTDLIDVIEHDDQELKRKDRMYEAFLKQSKDQVKDLNAEKDTLAEKAKKLEEDKQISDASRQGLSRDLEASRAAKKELEANHQKLEAEHQKLKEDKQISDASRQGLSRDLEASREAKKKVEADLAALTAEHQKLKEEKQISDASRQGLSRDLEASREAKKKSWKPT, which amino acid positions are active epitope sites? The epitope positions are: [24, 25, 26, 27, 28, 29, 30, 31, 32, 33, 34, 35, 36, 37, 38, 39, 40, 41, 42, 43]. The amino acids at these positions are: TEVKAAGQSAPKGTNVSADL.